From a dataset of Forward reaction prediction with 1.9M reactions from USPTO patents (1976-2016). Predict the product of the given reaction. (1) Given the reactants [C:1]([C:5]1[N:6]=[C:7]([N:16]2[CH2:20][CH2:19][C:18]([F:22])([F:21])[CH2:17]2)[C:8]2[C:9](=[N:11][N:12]([CH2:14][CH3:15])[N:13]=2)[N:10]=1)([CH3:4])([CH3:3])[CH3:2].C(C1N=C(N2CCC(F)(F)C2)C2N=NNC=2N=1)(C)(C)C.BrCC[C:46]1[CH:51]=[CH:50][C:49]([Cl:52])=[CH:48][CH:47]=1, predict the reaction product. The product is: [C:1]([C:5]1[N:6]=[C:7]([N:16]2[CH2:20][CH2:19][C:18]([F:21])([F:22])[CH2:17]2)[C:8]2[C:9](=[N:11][N:12]([CH2:14][CH2:15][C:46]3[CH:51]=[CH:50][C:49]([Cl:52])=[CH:48][CH:47]=3)[N:13]=2)[N:10]=1)([CH3:2])([CH3:3])[CH3:4]. (2) Given the reactants CC(C)([O-])C.[K+].[Cl:7][CH2:8][C:9]([O:11][CH2:12][CH3:13])=[O:10].[CH:14](OCC)=O.[NH2:19][C:20]([NH2:22])=[S:21], predict the reaction product. The product is: [ClH:7].[NH2:19][C:20]1[S:21][C:8]([C:9]([O:11][CH2:12][CH3:13])=[O:10])=[CH:14][N:22]=1.